Dataset: Peptide-MHC class II binding affinity with 134,281 pairs from IEDB. Task: Regression. Given a peptide amino acid sequence and an MHC pseudo amino acid sequence, predict their binding affinity value. This is MHC class II binding data. (1) The peptide sequence is ASLTEALRVIAGALE. The MHC is HLA-DQA10101-DQB10501 with pseudo-sequence HLA-DQA10101-DQB10501. The binding affinity (normalized) is 0. (2) The peptide sequence is RRAEPAADGVGAVSRDL. The MHC is DRB1_0301 with pseudo-sequence DRB1_0301. The binding affinity (normalized) is 0.0965. (3) The peptide sequence is VAIKSLTERLYVGGPLTNSR. The MHC is DRB1_0802 with pseudo-sequence DRB1_0802. The binding affinity (normalized) is 0.156. (4) The peptide sequence is KVFIDTIPNIMFFST. The MHC is HLA-DQA10501-DQB10301 with pseudo-sequence HLA-DQA10501-DQB10301. The binding affinity (normalized) is 0.320.